From a dataset of Catalyst prediction with 721,799 reactions and 888 catalyst types from USPTO. Predict which catalyst facilitates the given reaction. (1) Reactant: [Br-:1].[Br-].[Br-].C[N+](C)(C)C1C=CC=CC=1.C[N+](C1C=CC=CC=1)(C)C.C[N+](C1C=CC=CC=1)(C)C.[Br:34][C:35]1[CH:40]=[CH:39][C:38]([C:41](=[O:43])[CH3:42])=[CH:37][C:36]=1[CH3:44]. Product: [Br:1][CH2:42][C:41]([C:38]1[CH:39]=[CH:40][C:35]([Br:34])=[C:36]([CH3:44])[CH:37]=1)=[O:43]. The catalyst class is: 1. (2) Reactant: [CH:1]([CH:14]1[N:19]2[CH2:20][CH2:21][CH2:22][NH:23][C:24](=O)[C@H:18]2[CH2:17][N:16]([CH2:26][C:27]2[CH:32]=[CH:31][CH:30]=[CH:29][C:28]=2[O:33][CH3:34])[CH2:15]1)([C:8]1[CH:13]=[CH:12][CH:11]=[CH:10][CH:9]=1)[C:2]1[CH:7]=[CH:6][CH:5]=[CH:4][CH:3]=1.[H-].[Al+3].[Li+].[H-].[H-].[H-].[OH-].[Na+].[C:43](Cl)(=[O:45])[CH3:44]. Product: [C:43]([N:23]1[CH2:22][CH2:21][CH2:20][N:19]2[CH:14]([CH:1]([C:2]3[CH:3]=[CH:4][CH:5]=[CH:6][CH:7]=3)[C:8]3[CH:13]=[CH:12][CH:11]=[CH:10][CH:9]=3)[CH2:15][N:16]([CH2:26][C:27]3[CH:32]=[CH:31][CH:30]=[CH:29][C:28]=3[O:33][CH3:34])[CH2:17][C@@H:18]2[CH2:24]1)(=[O:45])[CH3:44]. The catalyst class is: 7.